From a dataset of Reaction yield outcomes from USPTO patents with 853,638 reactions. Predict the reaction yield, written as a fraction of the theoretical maximum amount of product (1.0 means a 100% yield; for example, 0.34 means a 34% yield). The reactants are C([NH:4][C:5]1(C(OCC)=O)[CH2:14][C:13]2[C:8](=[CH:9][CH:10]=[CH:11][CH:12]=2)[NH:7][C:6]1=[O:15])(=O)C. The catalyst is Cl. The product is [NH2:4][CH:5]1[CH2:14][C:13]2[C:8](=[CH:9][CH:10]=[CH:11][CH:12]=2)[NH:7][C:6]1=[O:15]. The yield is 0.720.